This data is from Full USPTO retrosynthesis dataset with 1.9M reactions from patents (1976-2016). The task is: Predict the reactants needed to synthesize the given product. (1) Given the product [CH3:1][NH:2][CH2:3][CH2:4][C@H:5]([O:11][C:12]1[CH:13]=[CH:14][CH:15]=[C:16]2[CH:21]=[CH:20][CH:19]=[CH:18][C:17]=12)[C:6]1[S:10][CH:9]=[CH:8][CH:7]=1.[ClH:22], predict the reactants needed to synthesize it. The reactants are: [CH3:1][NH:2][CH2:3][CH2:4][C@H:5]([O:11][C:12]1[CH:13]=[CH:14][CH:15]=[C:16]2[CH:21]=[CH:20][CH:19]=[CH:18][C:17]=12)[C:6]1[S:10][CH:9]=[CH:8][CH:7]=1.[ClH:22]. (2) Given the product [CH:33]1[C:28]2[CH:27]=[CH:26][C:25]3[CH:34]=[CH:35][CH:36]=[CH:37][C:24]=3[C:23](=[C:20]3[CH2:19][CH2:18][N:17]([C:15](=[O:16])[CH2:14][C@@H:9]([NH:8][C:6](=[O:7])[O:5][CH2:1][CH3:2])[CH2:10][OH:11])[CH2:22][CH2:21]3)[C:29]=2[CH:30]=[CH:31][CH:32]=1, predict the reactants needed to synthesize it. The reactants are: [C:1]([O:5][C:6]([NH:8][C@H:9]([CH2:14][C:15]([N:17]1[CH2:22][CH2:21][C:20](=[C:23]2[C:29]3[CH:30]=[CH:31][CH:32]=[CH:33][C:28]=3[CH:27]=[CH:26][C:25]3[CH:34]=[CH:35][CH:36]=[CH:37][C:24]2=3)[CH2:19][CH2:18]1)=[O:16])[C:10](OC)=[O:11])=[O:7])(C)(C)[CH3:2].Cl.C(OCC)(=O)C.C(OC(OCC)=O)(=O)OCC.C(N(CC)CC)C.[Cl-].[NH4+].